Dataset: Forward reaction prediction with 1.9M reactions from USPTO patents (1976-2016). Task: Predict the product of the given reaction. (1) Given the reactants [CH2:1]([O:8][CH2:9][C@H:10]([NH:28]C(=O)OC(C)(C)C)[C:11](=[O:27])[NH:12][C:13]1[S:14][C:15]2[CH:21]=[C:20]([O:22][C:23]([F:26])([F:25])[F:24])[CH:19]=[CH:18][C:16]=2[N:17]=1)[C:2]1[CH:7]=[CH:6][CH:5]=[CH:4][CH:3]=1, predict the reaction product. The product is: [NH2:28][C@@H:10]([CH2:9][O:8][CH2:1][C:2]1[CH:3]=[CH:4][CH:5]=[CH:6][CH:7]=1)[C:11]([NH:12][C:13]1[S:14][C:15]2[CH:21]=[C:20]([O:22][C:23]([F:25])([F:24])[F:26])[CH:19]=[CH:18][C:16]=2[N:17]=1)=[O:27]. (2) Given the reactants [CH2:1]([C:8]1[N:9]([C:14]2[S:15][CH:16]=[CH:17][CH:18]=2)[C:10](=O)[NH:11][N:12]=1)[C:2]1[CH:7]=[CH:6][CH:5]=[CH:4][CH:3]=1.COC1C=CC(P2(SP(C3C=CC(OC)=CC=3)(=S)S2)=[S:28])=CC=1, predict the reaction product. The product is: [CH2:1]([C:8]1[N:9]([C:14]2[S:15][CH:16]=[CH:17][CH:18]=2)[C:10](=[S:28])[NH:11][N:12]=1)[C:2]1[CH:7]=[CH:6][CH:5]=[CH:4][CH:3]=1. (3) The product is: [NH:7]1[C:11]([C:22]2[CH:23]=[C:24]3[C:30]([C:31]4[CH:36]=[CH:35][CH:34]=[CH:33][CH:32]=4)=[N:29][NH:28][C:25]3=[CH:26][N:27]=2)=[CH:10][N:9]=[CH:8]1. Given the reactants O1CCCCC1[N:7]1[C:11](B2OC(C)(C)C(C)(C)O2)=[CH:10][N:9]=[CH:8]1.Br[C:22]1[CH:23]=[C:24]2[C:30]([C:31]3[CH:36]=[CH:35][CH:34]=[CH:33][CH:32]=3)=[N:29][N:28](C3CCCCO3)[C:25]2=[CH:26][N:27]=1, predict the reaction product. (4) The product is: [CH:24]([NH:21][C:16]1[C:17]([CH2:19][CH3:20])=[CH:18][C:13]([CH2:1][C:2]2[CH:7]=[C:6]([CH2:8][CH3:9])[C:5]([NH:10][CH:1]([CH2:2][CH3:3])[CH3:13])=[C:4]([CH2:11][CH3:12])[CH:3]=2)=[CH:14][C:15]=1[CH2:22][CH3:23])([CH2:26][CH3:28])[CH3:25]. Given the reactants [CH2:1]([C:13]1[CH:18]=[C:17]([CH2:19][CH3:20])[C:16]([NH2:21])=[C:15]([CH2:22][CH3:23])[CH:14]=1)[C:2]1[CH:7]=[C:6]([CH2:8][CH3:9])[C:5]([NH2:10])=[C:4]([CH2:11][CH3:12])[CH:3]=1.[CH2:24]([C:26]([CH3:28])=O)[CH3:25], predict the reaction product. (5) Given the reactants [NH2:1][C:2]1[C:3]([N+:9]([O-])=O)=[N:4][CH:5]=[CH:6][C:7]=1[CH3:8], predict the reaction product. The product is: [NH2:9][C:3]1[C:2]([NH2:1])=[C:7]([CH3:8])[CH:6]=[CH:5][N:4]=1. (6) The product is: [CH:1]1([CH2:7][CH2:8][CH2:9][C@@H:10]([C:19]2[O:23][N:22]=[C:21]([CH2:24][C:25]3[CH:26]=[N:27][CH:28]=[CH:29][CH:30]=3)[N:20]=2)[CH2:11][C:12]([OH:14])=[O:13])[CH2:6][CH2:5][CH2:4][CH2:3][CH2:2]1. Given the reactants [CH:1]1([CH2:7][CH2:8][CH2:9][C@@H:10]([C:19]2[O:23][N:22]=[C:21]([CH2:24][C:25]3[CH:26]=[N:27][CH:28]=[CH:29][CH:30]=3)[N:20]=2)[CH2:11][C:12]([O:14]C(C)(C)C)=[O:13])[CH2:6][CH2:5][CH2:4][CH2:3][CH2:2]1, predict the reaction product.